Dataset: Forward reaction prediction with 1.9M reactions from USPTO patents (1976-2016). Task: Predict the product of the given reaction. (1) Given the reactants F[C:2]1[CH:11]=[CH:10][C:5]([C:6]([O:8][CH3:9])=[O:7])=[CH:4][C:3]=1[N+:12]([O-:14])=[O:13].[F:15][C:16]1[CH:21]=[CH:20][C:19]([CH:22]([C:29]2[CH:34]=[CH:33][C:32]([F:35])=[CH:31][CH:30]=2)[N:23]2[CH2:28][CH2:27][NH:26][CH2:25][CH2:24]2)=[CH:18][CH:17]=1.C(=O)([O-])[O-].[K+].[K+], predict the reaction product. The product is: [CH3:9][O:8][C:6](=[O:7])[C:5]1[CH:10]=[CH:11][C:2]([N:26]2[CH2:25][CH2:24][N:23]([CH:22]([C:29]3[CH:34]=[CH:33][C:32]([F:35])=[CH:31][CH:30]=3)[C:19]3[CH:18]=[CH:17][C:16]([F:15])=[CH:21][CH:20]=3)[CH2:28][CH2:27]2)=[C:3]([N+:12]([O-:14])=[O:13])[CH:4]=1. (2) Given the reactants [Cl:1][C:2]1[CH:10]=[CH:9][C:5]([C:6]([NH2:8])=[O:7])=[CH:4][CH:3]=1.C(O[CH:14](OCC)[CH2:15][CH3:16])C.[NH:20]1[C:24]2[CH:25]=[CH:26][CH:27]=[CH:28][C:23]=2[N:22]=[N:21]1.C1(C)C=CC(S(O)(=O)=O)=CC=1, predict the reaction product. The product is: [N:20]1([CH:14]([NH:8][C:6](=[O:7])[C:5]2[CH:9]=[CH:10][C:2]([Cl:1])=[CH:3][CH:4]=2)[CH2:15][CH3:16])[C:24]2[CH:25]=[CH:26][CH:27]=[CH:28][C:23]=2[N:22]=[N:21]1. (3) Given the reactants [Br:1][C:2]1[CH:3]=[C:4]2[C:9](=[C:10]([Cl:12])[CH:11]=1)[N:8]=[C:7](O)[N:6]=[CH:5]2.P(Cl)(Cl)([Cl:16])=O, predict the reaction product. The product is: [Br:1][C:2]1[CH:3]=[C:4]2[C:9](=[C:10]([Cl:12])[CH:11]=1)[N:8]=[C:7]([Cl:16])[N:6]=[CH:5]2. (4) Given the reactants [CH3:1][N:2]([CH2:28][CH:29]1[CH2:33][CH2:32][NH:31][CH2:30]1)[C:3]1[S:4][C:5]2[CH:11]=[C:10]([NH:12][C:13]([C:15]3[CH:20]=[CH:19][C:18]([C:21]4[CH:26]=[CH:25][C:24]([F:27])=[CH:23][CH:22]=4)=[CH:17][CH:16]=3)=[O:14])[CH:9]=[CH:8][C:6]=2[N:7]=1.I[CH:35]([CH3:37])[CH3:36].C(=O)([O-])[O-].[K+].[K+].C(OCC)(=O)C, predict the reaction product. The product is: [CH:35]([N:31]1[CH2:32][CH2:33][CH:29]([CH2:28][N:2]([CH3:1])[C:3]2[S:4][C:5]3[CH:11]=[C:10]([NH:12][C:13]([C:15]4[CH:16]=[CH:17][C:18]([C:21]5[CH:26]=[CH:25][C:24]([F:27])=[CH:23][CH:22]=5)=[CH:19][CH:20]=4)=[O:14])[CH:9]=[CH:8][C:6]=3[N:7]=2)[CH2:30]1)([CH3:37])[CH3:36]. (5) Given the reactants [CH3:1][O:2][C:3]1[CH:8]=[CH:7][CH:6]=[CH:5][C:4]=1[C:9]1[C:17]2[C:12](=[N:13][CH:14]=[C:15](B3OC(C)(C)C(C)(C)O3)[CH:16]=2)[N:11]([S:27]([C:30]2[CH:35]=[CH:34][C:33]([CH3:36])=[CH:32][CH:31]=2)(=[O:29])=[O:28])[CH:10]=1.Br[C:38]1[CH:39]=[C:40]([CH:44]=[O:45])[CH:41]=[N:42][CH:43]=1.C(=O)(O)[O-].[Na+], predict the reaction product. The product is: [CH3:1][O:2][C:3]1[CH:8]=[CH:7][CH:6]=[CH:5][C:4]=1[C:9]1[C:17]2[C:12](=[N:13][CH:14]=[C:15]([C:38]3[CH:39]=[C:40]([CH:44]=[O:45])[CH:41]=[N:42][CH:43]=3)[CH:16]=2)[N:11]([S:27]([C:30]2[CH:35]=[CH:34][C:33]([CH3:36])=[CH:32][CH:31]=2)(=[O:28])=[O:29])[CH:10]=1.